Regression. Given two drug SMILES strings and cell line genomic features, predict the synergy score measuring deviation from expected non-interaction effect. From a dataset of NCI-60 drug combinations with 297,098 pairs across 59 cell lines. (1) Drug 1: CCC(=C(C1=CC=CC=C1)C2=CC=C(C=C2)OCCN(C)C)C3=CC=CC=C3.C(C(=O)O)C(CC(=O)O)(C(=O)O)O. Drug 2: C1=NC(=NC(=O)N1C2C(C(C(O2)CO)O)O)N. Cell line: HS 578T. Synergy scores: CSS=15.9, Synergy_ZIP=-2.22, Synergy_Bliss=7.26, Synergy_Loewe=1.82, Synergy_HSA=5.10. (2) Drug 1: CC1CCC2CC(C(=CC=CC=CC(CC(C(=O)C(C(C(=CC(C(=O)CC(OC(=O)C3CCCCN3C(=O)C(=O)C1(O2)O)C(C)CC4CCC(C(C4)OC)OCCO)C)C)O)OC)C)C)C)OC. Drug 2: C1CNP(=O)(OC1)N(CCCl)CCCl. Cell line: OVCAR-5. Synergy scores: CSS=8.73, Synergy_ZIP=-0.921, Synergy_Bliss=-0.779, Synergy_Loewe=-9.67, Synergy_HSA=0.124. (3) Drug 1: CCC1(CC2CC(C3=C(CCN(C2)C1)C4=CC=CC=C4N3)(C5=C(C=C6C(=C5)C78CCN9C7C(C=CC9)(C(C(C8N6C)(C(=O)OC)O)OC(=O)C)CC)OC)C(=O)OC)O.OS(=O)(=O)O. Drug 2: C1C(C(OC1N2C=NC(=NC2=O)N)CO)O. Cell line: CAKI-1. Synergy scores: CSS=7.79, Synergy_ZIP=-6.35, Synergy_Bliss=-7.93, Synergy_Loewe=-10.9, Synergy_HSA=-4.84. (4) Drug 1: CN(C)C1=NC(=NC(=N1)N(C)C)N(C)C. Drug 2: CC12CCC3C(C1CCC2O)C(CC4=C3C=CC(=C4)O)CCCCCCCCCS(=O)CCCC(C(F)(F)F)(F)F. Cell line: NCIH23. Synergy scores: CSS=-4.32, Synergy_ZIP=-0.193, Synergy_Bliss=-3.01, Synergy_Loewe=-5.27, Synergy_HSA=-4.30.